This data is from Catalyst prediction with 721,799 reactions and 888 catalyst types from USPTO. The task is: Predict which catalyst facilitates the given reaction. (1) Reactant: [O:1]=[C:2]([NH:12][C:13]1[CH:14]=[CH:15][CH:16]=[C:17]2[C:22]=1[N:21]=[CH:20][CH:19]=[CH:18]2)[CH2:3][CH2:4][CH2:5][CH2:6][C:7](OCC)=[O:8]. Product: [OH:8][CH2:7][CH2:6][CH2:5][CH2:4][CH2:3][C:2]([NH:12][C:13]1[CH:14]=[CH:15][CH:16]=[C:17]2[C:22]=1[N:21]=[CH:20][CH:19]=[CH:18]2)=[O:1]. The catalyst class is: 1. (2) Reactant: [Li+].[OH-].[CH3:3][C:4]1[CH:9]=[C:8]([CH2:10][CH2:11][CH3:12])[CH:7]=[C:6]([CH3:13])[C:5]=1[NH:14][C:15]([NH:17][C:18]1[CH:19]=[C:20]([C:37]2[CH:42]=[CH:41][C:40]([O:43][CH3:44])=[CH:39][CH:38]=2)[CH:21]=[CH:22][C:23]=1[C:24]([NH:26][C@@H:27]([CH2:31][C:32]([O:34]CC)=[O:33])[C:28]([OH:30])=[O:29])=[O:25])=[O:16].Cl.C(OCC)(=O)C. Product: [CH3:3][C:4]1[CH:9]=[C:8]([CH2:10][CH2:11][CH3:12])[CH:7]=[C:6]([CH3:13])[C:5]=1[NH:14][C:15]([NH:17][C:18]1[CH:19]=[C:20]([C:37]2[CH:42]=[CH:41][C:40]([O:43][CH3:44])=[CH:39][CH:38]=2)[CH:21]=[CH:22][C:23]=1[C:24]([NH:26][C@H:27]([C:28]([OH:30])=[O:29])[CH2:31][C:32]([OH:34])=[O:33])=[O:25])=[O:16]. The catalyst class is: 776.